Dataset: Catalyst prediction with 721,799 reactions and 888 catalyst types from USPTO. Task: Predict which catalyst facilitates the given reaction. (1) Product: [CH2:12]([N:1]1[CH2:6][CH2:5][CH:4]([C:7]([O:9][CH2:10][CH3:11])=[O:8])[CH2:3][CH2:2]1)[CH2:13][CH3:14]. Reactant: [NH:1]1[CH2:6][CH2:5][CH:4]([C:7]([O:9][CH2:10][CH3:11])=[O:8])[CH2:3][CH2:2]1.[CH:12](=O)[CH2:13][CH3:14]. The catalyst class is: 8. (2) Reactant: [CH2:1]([O:8][C:9]([N:11]1[CH2:16][CH:15]=[C:14](OS(C(F)(F)F)(=O)=O)[CH2:13][CH2:12]1)=[O:10])[C:2]1[CH:7]=[CH:6][CH:5]=[CH:4][CH:3]=1.C(OC(N1CCC(=O)CC1)=O)C1C=CC=CC=1.Cl[C:43]1[C:52]2[C:47](=[CH:48][CH:49]=[CH:50][CH:51]=2)[N:46]=[CH:45][N:44]=1.[Cl-].[Li+]. Product: [CH2:1]([O:8][C:9]([N:11]1[CH2:16][CH:15]=[C:14]([C:43]2[C:52]3[C:47](=[CH:48][CH:49]=[CH:50][CH:51]=3)[N:46]=[CH:45][N:44]=2)[CH2:13][CH2:12]1)=[O:10])[C:2]1[CH:7]=[CH:6][CH:5]=[CH:4][CH:3]=1. The catalyst class is: 203. (3) Reactant: [OH:1][C:2]1[CH:3]=[N:4][C:5]([CH3:8])=[CH:6][CH:7]=1.C(=O)([O-])[O-].[K+].[K+].Cl[C:16]1[CH:21]=[CH:20][N:19]=[CH:18][C:17]=1[N+:22]([O-:24])=[O:23].O. Product: [CH3:8][C:5]1[N:4]=[CH:3][C:2]([O:1][C:16]2[CH:21]=[CH:20][N:19]=[CH:18][C:17]=2[N+:22]([O-:24])=[O:23])=[CH:7][CH:6]=1. The catalyst class is: 3.